Dataset: Catalyst prediction with 721,799 reactions and 888 catalyst types from USPTO. Task: Predict which catalyst facilitates the given reaction. (1) Reactant: [CH:1]([NH:4][C:5]([N:7]1[CH2:11][CH:10]([OH:12])[CH:9]2[NH:13][CH2:14][CH2:15][CH:8]12)=[O:6])([CH3:3])[CH3:2].CCN(C(C)C)C(C)C.CN(C(ON1N=NC2C=CC=NC1=2)=[N+](C)C)C.F[P-](F)(F)(F)(F)F.CN(C(ON1N=NC2C=CC=NC1=2)=[N+](C)C)C.F[P-](F)(F)(F)(F)F.[NH:73]([C:82]([O:84][CH2:85][C:86]1[CH:91]=[CH:90][CH:89]=[CH:88][CH:87]=1)=[O:83])[C@H:74]([C:79](O)=[O:80])[C:75]([CH3:78])([CH3:77])[CH3:76]. Product: [CH2:85]([O:84][C:82](=[O:83])[NH:73][CH:74]([C:79]([N:13]1[CH2:14][CH2:15][CH:8]2[N:7]([C:5](=[O:6])[NH:4][CH:1]([CH3:3])[CH3:2])[CH2:11][CH:10]([OH:12])[CH:9]12)=[O:80])[C:75]([CH3:76])([CH3:77])[CH3:78])[C:86]1[CH:91]=[CH:90][CH:89]=[CH:88][CH:87]=1. The catalyst class is: 179. (2) Reactant: Cl[C:2]1[CH:7]=[C:6]([CH3:8])[N:5]=[C:4]([C:9]2[CH:14]=[CH:13][CH:12]=[CH:11][N:10]=2)[N:3]=1.[F:15][C:16]([F:26])([F:25])[C:17]1[CH:18]=[C:19]([CH:22]=[CH:23][CH:24]=1)[CH2:20][NH2:21].Cl.N. Product: [CH3:8][C:6]1[N:5]=[C:4]([C:9]2[CH:14]=[CH:13][CH:12]=[CH:11][N:10]=2)[N:3]=[C:2]([NH:21][CH2:20][C:19]2[CH:22]=[CH:23][CH:24]=[C:17]([C:16]([F:15])([F:25])[F:26])[CH:18]=2)[CH:7]=1. The catalyst class is: 6. (3) Reactant: [CH3:1][O:2][C:3]1[CH:19]=[C:18]2[C:6]([C:7](=[N:20]OC)[CH2:8][C:9]3([O:17]2)[CH2:12][CH:11]([C:13]([O:15][CH3:16])=[O:14])[CH2:10]3)=[CH:5][CH:4]=1.[H][H]. Product: [NH2:20][CH:7]1[C:6]2[C:18](=[CH:19][C:3]([O:2][CH3:1])=[CH:4][CH:5]=2)[O:17][C:9]2([CH2:12][CH:11]([C:13]([O:15][CH3:16])=[O:14])[CH2:10]2)[CH2:8]1. The catalyst class is: 94. (4) Reactant: [Cl:1][C:2]1[C:3]2[CH:10]=[CH:9][NH:8][C:4]=2[N:5]=[CH:6][N:7]=1.C1C(=O)N([I:18])C(=O)C1.O. Product: [Cl:1][C:2]1[C:3]2[C:10]([I:18])=[CH:9][NH:8][C:4]=2[N:5]=[CH:6][N:7]=1. The catalyst class is: 3. (5) Reactant: [CH3:1][CH2:2]/[CH:3]=[CH:4]\[CH2:5][CH:6]1[C:10](=[O:11])[CH2:9][CH2:8][CH:7]1[CH2:12][C:13]([OH:15])=[O:14].[BH4-].[Na+].O. Product: [OH:11][CH:10]1[CH2:9][CH2:8][C@H:7]([CH2:12][C:13]([OH:15])=[O:14])[C@H:6]1[CH2:5]/[CH:4]=[CH:3]\[CH2:2][CH3:1]. The catalyst class is: 8. (6) Reactant: [CH:1]([C:3]1[CH:4]=[C:5]2[C:9](=[CH:10][CH:11]=1)[NH:8][C:7]([C:12]([NH2:14])=[O:13])=[C:6]2[S:15][C:16]1[CH:21]=[CH:20][CH:19]=[CH:18][CH:17]=1)=O.[OH:22][CH2:23][CH:24]1[CH2:28][CH2:27][CH2:26][NH:25]1. Product: [OH:22][CH2:23][CH:24]1[CH2:28][CH2:27][CH2:26][N:25]1[CH2:1][C:3]1[CH:4]=[C:5]2[C:9](=[CH:10][CH:11]=1)[NH:8][C:7]([C:12]([NH2:14])=[O:13])=[C:6]2[S:15][C:16]1[CH:21]=[CH:20][CH:19]=[CH:18][CH:17]=1. The catalyst class is: 100. (7) Product: [O:1]1[C:5]2[CH:6]=[CH:7][C:8]([N:10]([CH3:35])[C:11](=[O:34])[C@@H:12]([NH:20][C:21]([N:23]([S:24]([C:27]3[CH:32]=[CH:31][CH:30]=[CH:29][C:28]=3[Br:33])(=[O:26])=[O:25])[CH3:36])=[O:22])[CH2:13][C:14]3[CH:19]=[CH:18][CH:17]=[CH:16][CH:15]=3)=[CH:9][C:4]=2[O:3][CH2:2]1. The catalyst class is: 10. Reactant: [O:1]1[C:5]2[CH:6]=[CH:7][C:8]([N:10]([CH3:35])[C:11](=[O:34])[C@@H:12]([NH:20][C:21]([NH:23][S:24]([C:27]3[CH:32]=[CH:31][CH:30]=[CH:29][C:28]=3[Br:33])(=[O:26])=[O:25])=[O:22])[CH2:13][C:14]3[CH:19]=[CH:18][CH:17]=[CH:16][CH:15]=3)=[CH:9][C:4]=2[O:3][CH2:2]1.[C:36]([O-])([O-])=O.[K+].[K+].IC. (8) Reactant: [F:1][C:2]1[CH:7]=[CH:6][C:5]([NH:8][S:9]([C:12]2[CH:17]=[CH:16][C:15]([CH3:18])=[CH:14][CH:13]=2)(=[O:11])=[O:10])=[C:4]([NH:19][S:20]([C:23]2[CH:28]=[CH:27][C:26]([CH3:29])=[CH:25][CH:24]=2)(=[O:22])=[O:21])[CH:3]=1.[N+:30]([O-])([OH:32])=[O:31].O. Product: [F:1][C:2]1[C:7]([N+:30]([O-:32])=[O:31])=[CH:6][C:5]([NH:8][S:9]([C:12]2[CH:17]=[CH:16][C:15]([CH3:18])=[CH:14][CH:13]=2)(=[O:10])=[O:11])=[C:4]([NH:19][S:20]([C:23]2[CH:24]=[CH:25][C:26]([CH3:29])=[CH:27][CH:28]=2)(=[O:21])=[O:22])[CH:3]=1. The catalyst class is: 15. (9) Reactant: [C:1]1(=[O:8])[CH2:6][CH2:5][CH2:4][C:3](=[O:7])[CH2:2]1.[OH-].[K+].Cl[CH2:12][CH:13]=O.Cl. Product: [O:7]1[C:3]2[CH2:4][CH2:5][CH2:6][C:1](=[O:8])[C:2]=2[CH:13]=[CH:12]1. The catalyst class is: 5.